This data is from Reaction yield outcomes from USPTO patents with 853,638 reactions. The task is: Predict the reaction yield, written as a fraction of the theoretical maximum amount of product (1.0 means a 100% yield; for example, 0.34 means a 34% yield). (1) The reactants are [CH3:1][C:2]1[CH:3]=[C:4]2[C:8](=[CH:9][C:10]=1[N+:11]([O-])=O)[N:7]([CH:14]1[CH2:19][CH2:18][CH2:17][CH2:16][O:15]1)[N:6]=[C:5]2[CH:20]=[CH2:21]. The catalyst is C(O)C.O1CCCC1.[C].[Pd]. The product is [CH2:20]([C:5]1[C:4]2[C:8](=[CH:9][C:10]([NH2:11])=[C:2]([CH3:1])[CH:3]=2)[N:7]([CH:14]2[CH2:19][CH2:18][CH2:17][CH2:16][O:15]2)[N:6]=1)[CH3:21]. The yield is 0.980. (2) The reactants are [CH3:1][C:2]1[O:6][N:5]=[C:4]([C:7]2[CH:12]=[CH:11][CH:10]=[CH:9][CH:8]=2)[C:3]=1[CH2:13][O:14][C:15]1[N:20]=[CH:19][C:18]([C:21]([NH:23][CH:24]2[CH2:29][CH2:28][CH2:27][N:26]([CH2:30][C:31]([OH:33])=O)[CH2:25]2)=[O:22])=[CH:17][CH:16]=1.[F:34][C:35]([F:39])([F:38])[CH2:36][NH2:37]. No catalyst specified. The product is [CH3:1][C:2]1[O:6][N:5]=[C:4]([C:7]2[CH:12]=[CH:11][CH:10]=[CH:9][CH:8]=2)[C:3]=1[CH2:13][O:14][C:15]1[CH:16]=[CH:17][C:18]([C:21]([NH:23][CH:24]2[CH2:29][CH2:28][CH2:27][N:26]([CH2:30][C:31](=[O:33])[NH:37][CH2:36][C:35]([F:39])([F:38])[F:34])[CH2:25]2)=[O:22])=[CH:19][N:20]=1. The yield is 0.620. (3) The reactants are [Br-].[C:2]([N:5]([CH:23]1[CH2:25][CH2:24]1)[C:6]1[C:15]2[C:10](=[CH:11][CH:12]=[CH:13][CH:14]=2)[N+:9]([CH2:16][C:17]2[CH:22]=[CH:21][CH:20]=[CH:19][CH:18]=2)=[CH:8][CH:7]=1)(=[O:4])[CH3:3].[CH3:26][Mg]Cl.[Cl-].[NH4+]. The catalyst is O1CCCC1.CO. The product is [CH2:16]([N:9]1[C:10]2[C:15](=[CH:14][CH:13]=[CH:12][CH:11]=2)[C:6]([N:5]([CH:23]2[CH2:25][CH2:24]2)[C:2](=[O:4])[CH3:3])=[CH:7][CH:8]1[CH3:26])[C:17]1[CH:22]=[CH:21][CH:20]=[CH:19][CH:18]=1. The yield is 0.986. (4) The reactants are [NH2:1][C:2]1[C:11]2[C:6](=[CH:7][CH:8]=[CH:9][CH:10]=2)[CH:5]=[CH:4][C:3]=1[C:12]([OH:21])([C:17]([F:20])([F:19])[F:18])[C:13]([F:16])([F:15])[F:14].[C:22](O[C:22](=[O:26])[CH:23]=[CH:24][CH3:25])(=[O:26])[CH:23]=[CH:24][CH3:25]. No catalyst specified. The product is [F:20][C:17]([F:18])([F:19])[C:12]([C:3]1[CH:4]=[CH:5][C:6]2[C:11](=[CH:10][CH:9]=[CH:8][CH:7]=2)[C:2]=1[NH:1][C:22](=[O:26])[CH:23]=[CH:24][CH3:25])([OH:21])[C:13]([F:14])([F:15])[F:16]. The yield is 0.0700.